From a dataset of Full USPTO retrosynthesis dataset with 1.9M reactions from patents (1976-2016). Predict the reactants needed to synthesize the given product. (1) Given the product [CH:1]1([C:7]2[CH:31]=[CH:30][C:10]([C:11]([N:13]3[C:19]4[CH:20]=[CH:21][CH:22]=[CH:23][C:18]=4[CH2:17][N:16]4[C:24]([C:27]([N:50]5[CH2:51][CH2:52][N:47]([C:42]6[CH:43]=[CH:44][CH:45]=[CH:46][N:41]=6)[CH2:48][CH2:49]5)=[O:28])=[CH:25][CH:26]=[C:15]4[CH2:14]3)=[O:12])=[CH:9][CH:8]=2)[CH2:6][CH2:5][CH2:4][CH2:3][CH2:2]1, predict the reactants needed to synthesize it. The reactants are: [CH:1]1([C:7]2[CH:31]=[CH:30][C:10]([C:11]([N:13]3[C:19]4[CH:20]=[CH:21][CH:22]=[CH:23][C:18]=4[CH2:17][N:16]4[C:24]([C:27](Cl)=[O:28])=[CH:25][CH:26]=[C:15]4[CH2:14]3)=[O:12])=[CH:9][CH:8]=2)[CH2:6][CH2:5][CH2:4][CH2:3][CH2:2]1.C(N(CC)C(C)C)(C)C.[N:41]1[CH:46]=[CH:45][CH:44]=[CH:43][C:42]=1[N:47]1[CH2:52][CH2:51][NH:50][CH2:49][CH2:48]1. (2) Given the product [CH3:39][O:40][C:41](=[O:56])[CH2:42][C:43]1[CH:44]=[C:45]([C:49]2[CH:54]=[CH:53][CH:52]=[CH:51][C:50]=2[NH:55][C:36](=[O:38])[CH2:35][CH2:34][C:26]2[CH:27]=[C:28]([O:32][CH3:33])[C:29]([O:30][CH3:31])=[C:24]([O:23][CH3:22])[CH:25]=2)[CH:46]=[CH:47][CH:48]=1, predict the reactants needed to synthesize it. The reactants are: N#N.CCN=C=NCCCN(C)C.Cl.CCN(CC)CC.[CH3:22][O:23][C:24]1[CH:25]=[C:26]([CH2:34][CH2:35][C:36]([OH:38])=O)[CH:27]=[C:28]([O:32][CH3:33])[C:29]=1[O:30][CH3:31].[CH3:39][O:40][C:41](=[O:56])[CH2:42][C:43]1[CH:44]=[C:45]([C:49]2[CH:54]=[CH:53][CH:52]=[CH:51][C:50]=2[NH2:55])[CH:46]=[CH:47][CH:48]=1. (3) Given the product [Br:32][C:33]1[S:37][C:6]([C@:8]2([CH3:29])[CH2:13][C@@H:12]([C:14]3[C:15]([CH3:20])=[N:16][O:17][C:18]=3[CH3:19])[S:11][C:10]([NH:21][C:22](=[O:28])[O:23][C:24]([CH3:27])([CH3:26])[CH3:25])=[N:9]2)=[C:35]([Cl:41])[CH:34]=1, predict the reactants needed to synthesize it. The reactants are: BrC1C(F)=CC(F)=[C:6]([C@:8]2([CH3:29])[CH2:13][C@@H:12]([C:14]3[C:15]([CH3:20])=[N:16][O:17][C:18]=3[CH3:19])[S:11][C:10]([NH:21][C:22](=[O:28])[O:23][C:24]([CH3:27])([CH3:26])[CH3:25])=[N:9]2)C=1.[Br:32][C:33]1[S:37]C(C(=O)C)=[C:35]([Cl:41])[CH:34]=1. (4) Given the product [CH3:1][N:2]1[CH2:7][CH2:6][CH:5]2[NH:11][N:12]=[CH:8][CH:4]2[CH2:3]1, predict the reactants needed to synthesize it. The reactants are: [CH3:1][N:2]1[CH2:7][CH2:6][CH:5]=[C:4]([CH:8]=O)[CH2:3]1.O.[NH2:11][NH2:12]. (5) Given the product [C:14]([O:13][C:11](=[O:12])[C:4]1[CH2:5][C:6]([OH:32])([CH:10]=[CH:2][CH:3]=1)[C:7]([O:9][C:33]([CH3:39])([CH3:38])[CH3:34])=[O:8])([CH3:17])([CH3:16])[CH3:15], predict the reactants needed to synthesize it. The reactants are: O[C:2]1[CH:3]=[C:4]([C:11]([OH:13])=[O:12])[CH:5]=[C:6]([CH:10]=1)[C:7]([OH:9])=[O:8].[C:14](OC(O[C:14]([CH3:17])([CH3:16])[CH3:15])N(C)C)([CH3:17])([CH3:16])[CH3:15].CN(C=[O:32])C.[C:33]1([CH3:39])[CH:38]=CC=C[CH:34]=1. (6) Given the product [Cl:1][C:2]1[CH:15]=[CH:14][C:5]2[CH:6]=[C:7]([CH2:9][OH:10])[O:8][C:4]=2[CH:3]=1, predict the reactants needed to synthesize it. The reactants are: [Cl:1][C:2]1[CH:15]=[CH:14][C:5]2[CH:6]=[C:7]([C:9](OCC)=[O:10])[O:8][C:4]=2[CH:3]=1.[H-].[H-].[H-].[H-].[Li+].[Al+3]. (7) Given the product [CH2:33]([NH:40][C:41]([NH:1][C:2]1[CH:3]=[CH:4][C:5]([CH2:6][N:7]2[CH2:8][CH2:9][CH:10]([N:13]3[C@H:17]([C:18]4[CH:23]=[CH:22][CH:21]=[CH:20][CH:19]=4)[CH2:16][N:15]([CH:24]4[CH2:29][CH2:28][O:27][CH2:26][CH2:25]4)[C:14]3=[O:30])[CH2:11][CH2:12]2)=[CH:31][CH:32]=1)=[O:42])[C:34]1[CH:39]=[CH:38][CH:37]=[CH:36][CH:35]=1, predict the reactants needed to synthesize it. The reactants are: [NH2:1][C:2]1[CH:32]=[CH:31][C:5]([CH2:6][N:7]2[CH2:12][CH2:11][CH:10]([N:13]3[C@H:17]([C:18]4[CH:23]=[CH:22][CH:21]=[CH:20][CH:19]=4)[CH2:16][N:15]([CH:24]4[CH2:29][CH2:28][O:27][CH2:26][CH2:25]4)[C:14]3=[O:30])[CH2:9][CH2:8]2)=[CH:4][CH:3]=1.[CH2:33]([N:40]=[C:41]=[O:42])[C:34]1[CH:39]=[CH:38][CH:37]=[CH:36][CH:35]=1. (8) Given the product [F:1][C:2]1[CH:7]=[C:6]([F:8])[CH:5]=[CH:4][C:3]=1[CH2:9][C:10](=[O:12])[CH2:13][C:14]([O:15][CH2:16][CH:18]=[CH2:19])=[O:21], predict the reactants needed to synthesize it. The reactants are: [F:1][C:2]1[CH:7]=[C:6]([F:8])[CH:5]=[CH:4][C:3]=1[CH2:9][C:10]([OH:12])=O.[CH3:13][C:14]1(C)[O:21][C:19](=O)[CH2:18][C:16](=O)[O:15]1.C1CCC(N=C=NC2CCCCC2)CC1.C(O)C=C. (9) Given the product [NH2:13][C:2]1[N:9]=[C:8]([CH:10]([CH3:12])[CH3:11])[CH:7]=[CH:6][C:3]=1[C:4]#[N:5], predict the reactants needed to synthesize it. The reactants are: Br[C:2]1[N:9]=[C:8]([CH:10]([CH3:12])[CH3:11])[CH:7]=[CH:6][C:3]=1[C:4]#[N:5].[NH3:13].